Dataset: Full USPTO retrosynthesis dataset with 1.9M reactions from patents (1976-2016). Task: Predict the reactants needed to synthesize the given product. (1) Given the product [F:13][C:14]1[CH:19]=[C:18]([F:20])[CH:17]=[CH:16][C:15]=1[C:2]1[CH:12]=[CH:11][C:5]([C:6]([O:8][CH2:9][CH3:10])=[O:7])=[CH:4][CH:3]=1, predict the reactants needed to synthesize it. The reactants are: I[C:2]1[CH:12]=[CH:11][C:5]([C:6]([O:8][CH2:9][CH3:10])=[O:7])=[CH:4][CH:3]=1.[F:13][C:14]1[CH:19]=[C:18]([F:20])[CH:17]=[CH:16][C:15]=1B(O)O.C([O-])([O-])=O.[Na+].[Na+]. (2) Given the product [CH2:7]([NH:12][CH2:25][CH2:24][O:23][C:14]1[CH:15]=[CH:16][C:17]2[C:22](=[CH:21][CH:20]=[CH:19][CH:18]=2)[CH:13]=1)[CH2:8][CH:9]([CH3:11])[CH3:10], predict the reactants needed to synthesize it. The reactants are: C(=O)([O-])[O-].[K+].[K+].[CH2:7]([NH2:12])[CH2:8][CH:9]([CH3:11])[CH3:10].[CH:13]1[C:22]2[C:17](=[CH:18][CH:19]=[CH:20][CH:21]=2)[CH:16]=[CH:15][C:14]=1[O:23][CH2:24][CH2:25]Cl. (3) Given the product [CH3:1][N:2]1[CH2:15][CH2:14][C:13]2[C:12]3[CH:11]=[C:10]([CH3:16])[CH:9]=[CH:8][C:7]=3[N:6]([CH2:20][CH2:19][C:21]3[CH:26]=[CH:25][CH:24]=[CH:23][N:22]=3)[C:5]=2[CH2:4][CH2:3]1, predict the reactants needed to synthesize it. The reactants are: [CH3:1][N:2]1[CH2:15][CH2:14][C:13]2[C:12]3[CH:11]=[C:10]([CH3:16])[CH:9]=[CH:8][C:7]=3[NH:6][C:5]=2[CH2:4][CH2:3]1.[OH-].[Na+].[CH:19]([C:21]1[CH:26]=[CH:25][CH:24]=[CH:23][N:22]=1)=[CH2:20]. (4) The reactants are: [NH:1]1[CH2:5][CH2:4][CH2:3][CH2:2]1.[CH2:6]([N:13]1[CH2:18][CH2:17][N:16]([C:19]2[C:20]([CH3:33])=[C:21]([CH3:32])[C:22]3[O:26][C:25]([CH3:28])([CH3:27])[CH:24](O)[C:23]=3[C:30]=2[CH3:31])[CH2:15][CH2:14]1)[C:7]1[CH:12]=[CH:11][CH:10]=[CH:9][CH:8]=1.[ClH:34]. Given the product [ClH:34].[ClH:34].[CH2:6]([N:13]1[CH2:18][CH2:17][N:16]([C:19]2[C:20]([CH3:33])=[C:21]([CH3:32])[C:22]3[O:26][C:25]([CH3:27])([CH3:28])[CH:24]([N:1]4[CH2:5][CH2:4][CH2:3][CH2:2]4)[C:23]=3[C:30]=2[CH3:31])[CH2:15][CH2:14]1)[C:7]1[CH:8]=[CH:9][CH:10]=[CH:11][CH:12]=1, predict the reactants needed to synthesize it. (5) Given the product [CH:1]1([C@H:5]([NH:7][C:8]2[N:16]=[C:15]([C:17]([O:19][CH3:20])=[O:18])[N:14]=[C:13]3[C:9]=2[N:10]([CH2:31][C@H:32]2[CH2:33][CH2:34][C@H:35]([CH3:38])[CH2:36][CH2:37]2)[C:11]([C:21]2[CH:26]=[C:25]([CH:27]([CH3:29])[CH3:28])[C:24]([F:30])=[CH:23][N:22]=2)=[N:12]3)[CH3:6])[CH2:2][CH2:3][CH2:4]1, predict the reactants needed to synthesize it. The reactants are: [CH:1]1([C@H:5]([NH:7][C:8]2[N:16]=[C:15]([C:17]([O:19][CH3:20])=[O:18])[N:14]=[C:13]3[C:9]=2[N:10]([CH2:31][C@H:32]2[CH2:37][CH2:36][C@H:35]([CH3:38])[CH2:34][CH2:33]2)[C:11]([C:21]2[CH:26]=[C:25]([C:27]([CH3:29])=[CH2:28])[C:24]([F:30])=[CH:23][N:22]=2)=[N:12]3)[CH3:6])[CH2:4][CH2:3][CH2:2]1.ClC(C1C(F)=CN=C(C2N(C[C@H]3CC[C@H](C)CC3)C3C(=NC(C(OC)=O)=NC=3N[C@@H](C3CCC3)C)N=2)C=1)(C)C.